From a dataset of NCI-60 drug combinations with 297,098 pairs across 59 cell lines. Regression. Given two drug SMILES strings and cell line genomic features, predict the synergy score measuring deviation from expected non-interaction effect. (1) Synergy scores: CSS=20.5, Synergy_ZIP=-7.94, Synergy_Bliss=-0.193, Synergy_Loewe=-5.38, Synergy_HSA=-0.716. Drug 2: CS(=O)(=O)OCCCCOS(=O)(=O)C. Drug 1: CN(CCCl)CCCl.Cl. Cell line: UACC62. (2) Synergy scores: CSS=5.54, Synergy_ZIP=5.32, Synergy_Bliss=7.26, Synergy_Loewe=0.266, Synergy_HSA=2.44. Cell line: MDA-MB-435. Drug 2: CC(C)NC(=O)C1=CC=C(C=C1)CNNC.Cl. Drug 1: CC1=C(C=C(C=C1)NC2=NC=CC(=N2)N(C)C3=CC4=NN(C(=C4C=C3)C)C)S(=O)(=O)N.Cl.